From a dataset of Peptide-MHC class I binding affinity with 185,985 pairs from IEDB/IMGT. Regression. Given a peptide amino acid sequence and an MHC pseudo amino acid sequence, predict their binding affinity value. This is MHC class I binding data. The peptide sequence is ISDYDYYRY. The MHC is HLA-A31:01 with pseudo-sequence HLA-A31:01. The binding affinity (normalized) is 0.0847.